This data is from Forward reaction prediction with 1.9M reactions from USPTO patents (1976-2016). The task is: Predict the product of the given reaction. Given the reactants [C:1]1([N:7]2[CH:12]=[CH:11][C:10]([CH2:13][CH2:14][CH2:15][CH2:16][CH2:17][C:18]3[N:19]=[N:20][NH:21][CH:22]=3)=[C:9]([O:23]CC3C=CC=CC=3)[C:8]2=[O:31])[CH:6]=[CH:5][CH:4]=[CH:3][CH:2]=1.C1(N2C=CC(CCCC3N=NNC=3)=C(O)C2=O)C=CC=CC=1, predict the reaction product. The product is: [C:1]1([N:7]2[CH:12]=[CH:11][C:10]([CH2:13][CH2:14][CH2:15][CH2:16][CH2:17][C:18]3[N:19]=[N:20][NH:21][CH:22]=3)=[C:9]([OH:23])[C:8]2=[O:31])[CH:2]=[CH:3][CH:4]=[CH:5][CH:6]=1.